Dataset: Forward reaction prediction with 1.9M reactions from USPTO patents (1976-2016). Task: Predict the product of the given reaction. (1) The product is: [F:38][C:35]1[CH:36]=[CH:37][C:32]([CH2:31][C:16]2([C:19]([O:21][CH3:22])=[O:20])[CH2:15][CH2:14][N:13]([C:23]([O:25][C:26]([CH3:29])([CH3:28])[CH3:27])=[O:24])[CH2:18][CH2:17]2)=[CH:33][CH:34]=1. Given the reactants C(NC(C)C)(C)C.C([Li])CCC.[N:13]1([C:23]([O:25][C:26]([CH3:29])([CH3:28])[CH3:27])=[O:24])[CH2:18][CH2:17][CH:16]([C:19]([O:21][CH3:22])=[O:20])[CH2:15][CH2:14]1.Br[CH2:31][C:32]1[CH:37]=[CH:36][C:35]([F:38])=[CH:34][CH:33]=1, predict the reaction product. (2) Given the reactants C([N:8]1[CH2:14][CH:13]=[CH:12][C:11](=[O:15])[C:10]2=[CH:16][N:17]([CH2:19][C:20]3[CH:25]=[CH:24][C:23]([O:26][CH3:27])=[CH:22][CH:21]=3)[N:18]=[C:9]12)C1C=CC=CC=1.C([O-])=O.[NH4+], predict the reaction product. The product is: [CH3:27][O:26][C:23]1[CH:22]=[CH:21][C:20]([CH2:19][N:17]2[CH:16]=[C:10]3[C:9]([NH:8][CH2:14][CH2:13][CH2:12][C:11]3=[O:15])=[N:18]2)=[CH:25][CH:24]=1. (3) The product is: [C:26]([NH:30][S:31]([C:34]1[CH:35]=[CH:36][CH:37]=[C:38]([C:2]2[CH:7]=[C:6]([C:8]3[N:13]=[C:12]([C:14]4[CH:19]=[CH:18][C:17]([Cl:20])=[C:16]([CH3:21])[CH:15]=4)[CH:11]=[C:10]([C:22]([F:24])([F:23])[F:25])[N:9]=3)[CH:5]=[CH:4][N:3]=2)[CH:39]=1)(=[O:33])=[O:32])([CH3:29])([CH3:27])[CH3:28]. Given the reactants Cl[C:2]1[CH:7]=[C:6]([C:8]2[N:13]=[C:12]([C:14]3[CH:19]=[CH:18][C:17]([Cl:20])=[C:16]([CH3:21])[CH:15]=3)[CH:11]=[C:10]([C:22]([F:25])([F:24])[F:23])[N:9]=2)[CH:5]=[CH:4][N:3]=1.[C:26]([NH:30][S:31]([C:34]1[CH:35]=[C:36](B(O)O)[CH:37]=[CH:38][CH:39]=1)(=[O:33])=[O:32])([CH3:29])([CH3:28])[CH3:27], predict the reaction product. (4) Given the reactants C([N:9]1[C:13]2=[N:14][C:15]([Br:18])=[CH:16][CH:17]=[C:12]2[CH:11]=[CH:10]1)(=O)C1C=CC=CC=1.[OH-].[Na+], predict the reaction product. The product is: [Br:18][C:15]1[N:14]=[C:13]2[NH:9][CH:10]=[CH:11][C:12]2=[CH:17][CH:16]=1.